From a dataset of Reaction yield outcomes from USPTO patents with 853,638 reactions. Predict the reaction yield, written as a fraction of the theoretical maximum amount of product (1.0 means a 100% yield; for example, 0.34 means a 34% yield). (1) The yield is 0.657. The reactants are [CH2:1]([C:8]1[S:12][C:11]([NH2:13])=[N:10][C:9]=1[C:14]1[CH:19]=[CH:18][C:17]([O:20][CH3:21])=[CH:16][CH:15]=1)[C:2]1[CH:7]=[CH:6][CH:5]=[CH:4][CH:3]=1.[CH3:22][O:23][C:24]1[CH:25]=[C:26]([CH:30]=[C:31]([O:33][CH3:34])[CH:32]=1)[C:27](Cl)=[O:28]. The product is [CH2:1]([C:8]1[S:12][C:11]([NH:13][C:27](=[O:28])[C:26]2[CH:30]=[C:31]([O:33][CH3:34])[CH:32]=[C:24]([O:23][CH3:22])[CH:25]=2)=[N:10][C:9]=1[C:14]1[CH:15]=[CH:16][C:17]([O:20][CH3:21])=[CH:18][CH:19]=1)[C:2]1[CH:3]=[CH:4][CH:5]=[CH:6][CH:7]=1. No catalyst specified. (2) The reactants are [CH:1]1[C:6]([NH2:7])=[CH:5][C:4]([NH2:8])=[C:3]([OH:9])[CH:2]=1.Cl.Cl.[CH:12]1[C:21]2[C:16](=[CH:17][CH:18]=[CH:19][CH:20]=2)[CH:15]=[CH:14][C:13]=1[C:22](O)=O.[OH-].[Na+]. No catalyst specified. The product is [CH:12]1[C:21]2[C:16](=[CH:17][CH:18]=[CH:19][CH:20]=2)[CH:15]=[CH:14][C:13]=1[C:22]1[O:9][C:3]2[CH:2]=[CH:1][C:6]([NH2:7])=[CH:5][C:4]=2[N:8]=1. The yield is 0.750. (3) The product is [C:25]1([N:31]2[C:5]([C:7]3[C:12](=[O:13])[CH:11]=[CH:10][N:9]([C:14]4[CH:19]=[CH:18][C:17]([C:20]([F:22])([F:21])[F:23])=[CH:16][CH:15]=4)[N:8]=3)=[CH:4][CH:3]=[N:32]2)[CH:30]=[CH:29][CH:28]=[CH:27][CH:26]=1. The yield is 0.120. The catalyst is CO. The reactants are CN(C)[CH:3]=[CH:4][C:5]([C:7]1[C:12](=[O:13])[CH:11]=[CH:10][N:9]([C:14]2[CH:19]=[CH:18][C:17]([C:20]([F:23])([F:22])[F:21])=[CH:16][CH:15]=2)[N:8]=1)=O.[C:25]1([NH:31][NH2:32])[CH:30]=[CH:29][CH:28]=[CH:27][CH:26]=1. (4) The reactants are [CH3:1][O:2][CH2:3][CH2:4][OH:5].[H-].[Na+].[NH2:8][C:9]1[C:18]2[C:13](=[C:14](F)[C:15]([N:19]3[C:27]4[CH2:26][C:25]([CH3:29])([CH3:28])[CH2:24][C:23](=[O:30])[C:22]=4[C:21]([CH3:31])=[CH:20]3)=[CH:16][CH:17]=2)[N:12]=[CH:11][N:10]=1. The catalyst is CN(C=O)C. The product is [NH2:8][C:9]1[C:18]2[C:13](=[C:14]([O:5][CH2:4][CH2:3][O:2][CH3:1])[C:15]([N:19]3[C:27]4[CH2:26][C:25]([CH3:29])([CH3:28])[CH2:24][C:23](=[O:30])[C:22]=4[C:21]([CH3:31])=[CH:20]3)=[CH:16][CH:17]=2)[N:12]=[CH:11][N:10]=1. The yield is 0.800. (5) The reactants are Cl[C:2]1[N:7]=[C:6]([NH:8][C:9]2[CH:14]=[CH:13][C:12]([O:15][CH3:16])=[C:11]([Cl:17])[CH:10]=2)[N:5]=[C:4]([NH:18][CH:19]2[CH2:25][CH2:24][CH2:23][CH2:22][CH2:21][CH2:20]2)[N:3]=1.[CH3:26][NH:27][CH:28]1[CH2:33][CH2:32][N:31]([CH3:34])[CH2:30][CH2:29]1.[OH-].[Na+].O. The catalyst is O1CCOCC1.C(Cl)Cl. The product is [Cl:17][C:11]1[CH:10]=[C:9]([NH:8][C:6]2[N:5]=[C:4]([NH:18][CH:19]3[CH2:25][CH2:24][CH2:23][CH2:22][CH2:21][CH2:20]3)[N:3]=[C:2]([N:27]([CH3:26])[CH:28]3[CH2:33][CH2:32][N:31]([CH3:34])[CH2:30][CH2:29]3)[N:7]=2)[CH:14]=[CH:13][C:12]=1[O:15][CH3:16]. The yield is 0.309.